This data is from Full USPTO retrosynthesis dataset with 1.9M reactions from patents (1976-2016). The task is: Predict the reactants needed to synthesize the given product. Given the product [Br:3][C:4]1[CH:5]=[N:6][C:7]([CH2:10][OH:11])=[N:8][CH:9]=1, predict the reactants needed to synthesize it. The reactants are: [BH4-].[Na+].[Br:3][C:4]1[CH:5]=[N:6][C:7]([C:10](OC)=[O:11])=[N:8][CH:9]=1.